Dataset: Catalyst prediction with 721,799 reactions and 888 catalyst types from USPTO. Task: Predict which catalyst facilitates the given reaction. Reactant: Br[C:2]1[CH:3]=[C:4]([C:8]2[C:17]3[C:12](=[CH:13][CH:14]=[CH:15][CH:16]=3)[CH:11]=[CH:10][CH:9]=2)[CH:5]=[CH:6][CH:7]=1.CCCCCC.C([Li])CCC.[B:29](OC(C)C)([O:34]C(C)C)[O:30]C(C)C.Cl. Product: [C:8]1([C:4]2[CH:3]=[C:2]([B:29]([OH:34])[OH:30])[CH:7]=[CH:6][CH:5]=2)[C:17]2[C:12](=[CH:13][CH:14]=[CH:15][CH:16]=2)[CH:11]=[CH:10][CH:9]=1. The catalyst class is: 247.